Predict the reactants needed to synthesize the given product. From a dataset of Full USPTO retrosynthesis dataset with 1.9M reactions from patents (1976-2016). (1) The reactants are: [N+:1]([C:4]1[C:9]2[N:10]=[C:11]([C:13]3[CH:18]=[CH:17][C:16]([CH3:19])=[CH:15][CH:14]=3)[O:12][C:8]=2[CH:7]=[CH:6][CH:5]=1)([O-])=O.[Sn](Cl)Cl.C([O-])(O)=O.[Na+]. Given the product [C:16]1([CH3:19])[CH:15]=[CH:14][C:13]([C:11]2[O:12][C:8]3[C:9](=[C:4]([NH2:1])[CH:5]=[CH:6][CH:7]=3)[N:10]=2)=[CH:18][CH:17]=1, predict the reactants needed to synthesize it. (2) Given the product [N+:7]([C:10]1[O:14][C:13]([CH:15]=[CH:16][C:17]2[N:26]=[C:25]([Cl:2])[C:24]3[C:19](=[CH:20][CH:21]=[CH:22][CH:23]=3)[N:18]=2)=[CH:12][CH:11]=1)([O-:9])=[O:8], predict the reactants needed to synthesize it. The reactants are: P(Cl)(Cl)(Cl)(Cl)[Cl:2].[N+:7]([C:10]1[O:14][C:13]([CH:15]=[CH:16][C:17]2[NH:26][C:25](=O)[C:24]3[C:19](=[CH:20][CH:21]=[CH:22][CH:23]=3)[N:18]=2)=[CH:12][CH:11]=1)([O-:9])=[O:8]. (3) Given the product [F:33][C@H:34]1[CH2:35][N:36]([C:40](=[O:42])[CH2:48][OH:49])[CH2:37][C@H:38]1[O:39][C:2]1[CH:9]=[CH:8][C:7]([C:10]2[N:15]=[C:14]([NH:16][C:17]3[CH:22]=[CH:21][C:20]([N:23]4[CH2:28][CH2:27][N:26]([CH:29]5[CH2:30][O:31][CH2:32]5)[CH2:25][CH2:24]4)=[CH:19][CH:18]=3)[N:13]=[CH:12][N:11]=2)=[CH:6][C:3]=1[C:4]#[N:5], predict the reactants needed to synthesize it. The reactants are: F[C:2]1[CH:9]=[CH:8][C:7]([C:10]2[N:15]=[C:14]([NH:16][C:17]3[CH:22]=[CH:21][C:20]([N:23]4[CH2:28][CH2:27][N:26]([CH:29]5[CH2:32][O:31][CH2:30]5)[CH2:25][CH2:24]4)=[CH:19][CH:18]=3)[N:13]=[CH:12][N:11]=2)=[CH:6][C:3]=1[C:4]#[N:5].[F:33][C@@H:34]1[C@@H:38]([OH:39])[CH2:37][N:36]([C:40]([O:42]C(C)(C)C)=O)[CH2:35]1.C(O)(=O)[CH2:48][OH:49]. (4) The reactants are: [F:1][C:2]1[CH:3]=[C:4]([CH:8]=[CH:9][C:10]=1[O:11][C:12]1[CH:17]=[C:16]([C:18]2[NH:19][C:20]([C:23]3[S:24][CH:25]=[CH:26][N:27]=3)=[CH:21][CH:22]=2)[CH:15]=[C:14]([O:28][C@@H:29]([CH3:33])[CH2:30][O:31][CH3:32])[CH:13]=1)[C:5]([OH:7])=O.Cl.[CH3:35][NH:36][CH3:37].CN(C(ON1N=NC2C=CC=NC1=2)=[N+](C)C)C.F[P-](F)(F)(F)(F)F.C(N(CC)C(C)C)(C)C. Given the product [F:1][C:2]1[CH:3]=[C:4]([CH:8]=[CH:9][C:10]=1[O:11][C:12]1[CH:17]=[C:16]([C:18]2[NH:19][C:20]([C:23]3[S:24][CH:25]=[CH:26][N:27]=3)=[CH:21][CH:22]=2)[CH:15]=[C:14]([O:28][C@@H:29]([CH3:33])[CH2:30][O:31][CH3:32])[CH:13]=1)[C:5]([N:36]([CH3:37])[CH3:35])=[O:7], predict the reactants needed to synthesize it. (5) Given the product [CH3:1][N:2]([C:3]1[CH:4]=[CH:5][CH:6]=[C:7]([C:9]2[S:10][C:11]3[CH:19]=[CH:18][CH:17]=[CH:16][C:12]=3[C:13](=[O:15])[N:14]=2)[N:8]=1)[C:20](=[O:27])[C:21]1[CH:26]=[CH:25][CH:24]=[CH:23][CH:22]=1, predict the reactants needed to synthesize it. The reactants are: [CH3:1][NH:2][C:3]1[N:8]=[C:7]([C:9]2[S:10][C:11]3[CH:19]=[CH:18][CH:17]=[CH:16][C:12]=3[C:13](=[O:15])[N:14]=2)[CH:6]=[CH:5][CH:4]=1.[C:20](Cl)(=[O:27])[C:21]1[CH:26]=[CH:25][CH:24]=[CH:23][CH:22]=1.CN(C)C(=O)C. (6) Given the product [N:27]1([C:2]2[CH:7]=[CH:6][C:5]([N:8]3[CH2:13][CH2:12][CH:11]([CH:14]4[CH2:19][CH2:18][N:17]([C:20]([O:22][C:23]([CH3:26])([CH3:25])[CH3:24])=[O:21])[CH2:16][CH2:15]4)[CH2:10][CH2:9]3)=[CH:4][CH:3]=2)[CH:31]=[N:30][CH:29]=[N:28]1, predict the reactants needed to synthesize it. The reactants are: I[C:2]1[CH:7]=[CH:6][C:5]([N:8]2[CH2:13][CH2:12][CH:11]([CH:14]3[CH2:19][CH2:18][N:17]([C:20]([O:22][C:23]([CH3:26])([CH3:25])[CH3:24])=[O:21])[CH2:16][CH2:15]3)[CH2:10][CH2:9]2)=[CH:4][CH:3]=1.[NH:27]1[CH:31]=[N:30][CH:29]=[N:28]1.CNCCNC. (7) Given the product [CH:1]1([C@H:5]([NH:7][C:8]2[N:16]=[C:15]([C:17]([NH:44][NH2:45])=[O:18])[N:14]=[C:13]3[C:9]=2[N:10]([CH2:30][C@H:31]2[CH2:36][CH2:35][C@H:34]([CH3:37])[CH2:33][CH2:32]2)[C:11]([C:20]2([C:24]4[CH:25]=[CH:26][CH:27]=[CH:28][CH:29]=4)[CH2:23][CH2:22][CH2:21]2)=[N:12]3)[CH3:6])[CH2:2][CH2:3][CH2:4]1, predict the reactants needed to synthesize it. The reactants are: [CH:1]1([C@H:5]([NH:7][C:8]2[N:16]=[C:15]([C:17](O)=[O:18])[N:14]=[C:13]3[C:9]=2[N:10]([CH2:30][C@H:31]2[CH2:36][CH2:35][C@H:34]([CH3:37])[CH2:33][CH2:32]2)[C:11]([C:20]2([C:24]4[CH:29]=[CH:28][CH:27]=[CH:26][CH:25]=4)[CH2:23][CH2:22][CH2:21]2)=[N:12]3)[CH3:6])[CH2:4][CH2:3][CH2:2]1.C(Cl)(=O)C(Cl)=O.[NH2:44][NH2:45].